Dataset: Peptide-MHC class II binding affinity with 134,281 pairs from IEDB. Task: Regression. Given a peptide amino acid sequence and an MHC pseudo amino acid sequence, predict their binding affinity value. This is MHC class II binding data. The peptide sequence is QRIYGVRYTETWSFL. The MHC is DRB3_0202 with pseudo-sequence DRB3_0202. The binding affinity (normalized) is 0.0972.